From a dataset of Full USPTO retrosynthesis dataset with 1.9M reactions from patents (1976-2016). Predict the reactants needed to synthesize the given product. (1) Given the product [OH:36][CH2:33][C:34]#[C:35][C:2]1[N:6]2[CH:7]=[C:8]([C:11]3[CH:12]=[C:13]([NH:19][S:20]([CH:23]4[CH2:24][CH2:25]4)(=[O:22])=[O:21])[C:14]([O:17][CH3:18])=[N:15][CH:16]=3)[CH:9]=[CH:10][C:5]2=[N:4][CH:3]=1, predict the reactants needed to synthesize it. The reactants are: I[C:2]1[N:6]2[CH:7]=[C:8]([C:11]3[CH:12]=[C:13]([NH:19][S:20]([CH:23]4[CH2:25][CH2:24]4)(=[O:22])=[O:21])[C:14]([O:17][CH3:18])=[N:15][CH:16]=3)[CH:9]=[CH:10][C:5]2=[N:4][CH:3]=1.C(N(CC)CC)C.[CH2:33]([OH:36])[C:34]#[CH:35]. (2) Given the product [OH:38][CH:37]1[O:30][C@@H:29]([CH2:28][OH:39])[C@H:31]([OH:32])[C@H:33]([OH:34])[C@H:35]1[OH:36], predict the reactants needed to synthesize it. The reactants are: C1N(CCO)CCN(CCS(O)(=O)=O)C1.C1N(CCS(O)(=O)=O)CCOC1.[CH2:28]([OH:39])[C@H:29]([C@H:31]([C@@H:33]([C@@H:35]([CH2:37][OH:38])[OH:36])[OH:34])[OH:32])[OH:30]. (3) Given the product [Cl:30][C:27]1[CH:28]=[CH:29][C:24]2[N:25]([C:21]([CH2:20][N:15]3[CH2:16][CH:12]([CH:11]=[C:10]([F:18])[F:9])[CH2:13][C:14]3=[O:17])=[C:22]([C:31]([F:34])([F:33])[F:32])[N:23]=2)[N:26]=1, predict the reactants needed to synthesize it. The reactants are: [H-].[Na+].CCCCCC.[F:9][C:10]([F:18])=[CH:11][CH:12]1[CH2:16][NH:15][C:14](=[O:17])[CH2:13]1.Br[CH2:20][C:21]1[N:25]2[N:26]=[C:27]([Cl:30])[CH:28]=[CH:29][C:24]2=[N:23][C:22]=1[C:31]([F:34])([F:33])[F:32]. (4) The reactants are: C(O[C:4]([C:6]1[CH:7]=[C:8]2[C:12](=[CH:13][CH:14]=1)[NH:11][N:10]=[CH:9]2)=[O:5])C.[CH2:15]([Mg]Br)[CH3:16].[CH2:19]1COC[CH2:20]1. Given the product [NH:11]1[C:12]2[C:8](=[CH:7][C:6]([C:4]([OH:5])([CH2:15][CH3:16])[CH2:19][CH3:20])=[CH:14][CH:13]=2)[CH:9]=[N:10]1, predict the reactants needed to synthesize it. (5) Given the product [Cl:13][C:14]1[CH:19]=[CH:18][C:17]([C:2]2[CH:7]=[CH:6][C:5]([CH2:8][CH3:9])=[C:4]([N+:10]([O-:12])=[O:11])[CH:3]=2)=[CH:16][CH:15]=1, predict the reactants needed to synthesize it. The reactants are: Br[C:2]1[CH:7]=[CH:6][C:5]([CH2:8][CH3:9])=[C:4]([N+:10]([O-:12])=[O:11])[CH:3]=1.[Cl:13][C:14]1[CH:19]=[CH:18][C:17](B(O)O)=[CH:16][CH:15]=1.C(=O)([O-])[O-].[Na+].[Na+]. (6) The reactants are: [O:1]1[C:9]2[C:4](=[N:5][CH:6]=[CH:7][CH:8]=2)[N:3]=[CH:2]1.C([Mg]Cl)(C)C.[C:15]([O:19][C:20]([NH:22][C@@H:23]([CH2:26]C)[CH:24]=[O:25])=[O:21])([CH3:18])([CH3:17])[CH3:16]. Given the product [C:15]([O:19][C:20]([NH:22][CH:23]([CH3:26])[C@@H:24]([C:2]1[O:1][C:9]2[C:4]([N:3]=1)=[N:5][CH:6]=[CH:7][CH:8]=2)[OH:25])=[O:21])([CH3:18])([CH3:17])[CH3:16], predict the reactants needed to synthesize it. (7) Given the product [CH3:8][O:10][C:11]([CH3:46])([CH3:45])[CH2:12][O:13][C:14]1[CH:15]=[CH:16][CH:17]=[C:18]2[C:23]=1[N:22]=[C:21]([CH3:24])[CH:20]=[CH:19]2, predict the reactants needed to synthesize it. The reactants are: [H-].[Na+].CN(C)C=O.[CH:8]([O:10][C:11]([CH3:46])([CH3:45])[CH2:12][O:13][C:14]1[CH:15]=[C:16](F)[CH:17]=[C:18]2[C:23]=1[N:22]=[C:21]([C:24]1N3C=C([C@@H](N4CC[C@H](N)C4)C(F)(F)F)C=CC3=NN=1)[CH:20]=[CH:19]2)=O.IC. (8) Given the product [Br:46][CH:27]([C:24]1[CH:25]=[CH:26][C:21]([Cl:20])=[CH:22][CH:23]=1)[CH2:28][CH2:29][NH:30][C:31](=[O:37])[O:32][C:33]([CH3:36])([CH3:35])[CH3:34], predict the reactants needed to synthesize it. The reactants are: C1(P(C2C=CC=CC=2)C2C=CC=CC=2)C=CC=CC=1.[Cl:20][C:21]1[CH:26]=[CH:25][C:24]([CH:27](O)[CH2:28][CH2:29][NH:30][C:31](=[O:37])[O:32][C:33]([CH3:36])([CH3:35])[CH3:34])=[CH:23][CH:22]=1.C1C(=O)N([Br:46])C(=O)C1.